Predict the reactants needed to synthesize the given product. From a dataset of Full USPTO retrosynthesis dataset with 1.9M reactions from patents (1976-2016). Given the product [Cl:21][C:17]1[CH:16]=[C:15]([C:12]2[O:13][N:14]=[C:10]3[CH:9]=[CH:8][C:7]([C:30]([C:27]4[CH:28]=[N:29][C:24]([Cl:23])=[CH:25][CH:26]=4)([C:32]4[N:36]([CH3:37])[CH:35]=[N:34][CH:33]=4)[OH:31])=[CH:22][C:11]=23)[CH:20]=[CH:19][CH:18]=1, predict the reactants needed to synthesize it. The reactants are: [Li]CCCC.Br[C:7]1[CH:8]=[CH:9][C:10]2[C:11]([CH:22]=1)=[C:12]([C:15]1[CH:20]=[CH:19][CH:18]=[C:17]([Cl:21])[CH:16]=1)[O:13][N:14]=2.[Cl:23][C:24]1[N:29]=[CH:28][C:27]([C:30]([C:32]2[N:36]([CH3:37])[CH:35]=[N:34][CH:33]=2)=[O:31])=[CH:26][CH:25]=1.O.